Dataset: Catalyst prediction with 721,799 reactions and 888 catalyst types from USPTO. Task: Predict which catalyst facilitates the given reaction. (1) Reactant: CO[C:3](=[O:21])[CH2:4][CH2:5][C:6]([C:19]#[N:20])([C:13]1[CH:18]=[CH:17][CH:16]=[CH:15][CH:14]=1)[CH2:7][CH2:8][C:9]([O:11][CH3:12])=[O:10].C(O)(=O)C.C1(C)C=CC=CC=1. Product: [CH3:12][O:11][C:9]([CH:8]1[CH2:7][C:6]([C:19]#[N:20])([C:13]2[CH:14]=[CH:15][CH:16]=[CH:17][CH:18]=2)[CH2:5][CH2:4][C:3]1=[O:21])=[O:10]. The catalyst class is: 7. (2) Reactant: N([O-])=O.[Na+].N[C:6]1[C:7]([C:16]2[CH:21]=[CH:20][C:19]([C:22]([F:25])([F:24])[F:23])=[CH:18][C:17]=2[S:26]([CH3:29])(=[O:28])=[O:27])=[C:8]([O:14][CH3:15])[C:9](=[O:13])[N:10]([CH3:12])[N:11]=1.C(O)(=[O:32])C. Product: [CH3:15][O:14][C:8]1[C:9](=[O:13])[N:10]([CH3:12])[NH:11][C:6](=[O:32])[C:7]=1[C:16]1[CH:21]=[CH:20][C:19]([C:22]([F:25])([F:23])[F:24])=[CH:18][C:17]=1[S:26]([CH3:29])(=[O:27])=[O:28]. The catalyst class is: 445. (3) Reactant: [N:1]([CH2:4][CH2:5][CH2:6][CH2:7][CH2:8][C:9]([CH:11]1[C:16](=[O:17])[O:15][C:14]([CH3:19])(C)O[C:12]1=O)=[O:10])=[N+:2]=[N-:3].OCC[C:24]#[N:25].C(=O)=O.[N+:29]([C:32]1[CH:39]=[CH:38][C:35](C=O)=[CH:34][CH:33]=1)([O-:31])=[O:30].N1CCCCC1.C(O)(=O)C. Product: [C:24]([CH2:19][CH2:14][O:15][C:16](=[O:17])[C:11](=[CH:12][C:35]1[CH:38]=[CH:39][C:32]([N+:29]([O-:31])=[O:30])=[CH:33][CH:34]=1)[C:9](=[O:10])[CH2:8][CH2:7][CH2:6][CH2:5][CH2:4][N:1]=[N+:2]=[N-:3])#[N:25]. The catalyst class is: 41. (4) Reactant: [C:1]([O:5][C:6]([NH:8][C@@H:9]([CH2:13][C:14]1[CH:19]=[CH:18][CH:17]=[CH:16][N:15]=1)[C:10]([OH:12])=[O:11])=[O:7])([CH3:4])([CH3:3])[CH3:2].[CH2:20](C(Cl)=O)[C:21]1[CH:26]=[CH:25][CH:24]=[CH:23][CH:22]=1. Product: [C:1]([O:5][C:6]([NH:8][C@@H:9]([CH2:13][C:14]1[CH:19]=[CH:18][CH:17]=[CH:16][N:15]=1)[C:10]([O:12][CH2:20][C:21]1[CH:26]=[CH:25][CH:24]=[CH:23][CH:22]=1)=[O:11])=[O:7])([CH3:4])([CH3:2])[CH3:3]. The catalyst class is: 64. (5) Reactant: C1C=CC(P(C2C(C3C(P(C4C=CC=CC=4)C4C=CC=CC=4)=CC=C4C=3C=CC=C4)=C3C(C=CC=C3)=CC=2)C2C=CC=CC=2)=CC=1.[Cl:47][C:48]1[N:53]2[CH:54]=[CH:55][N:56]=[C:52]2[C:51](I)=[CH:50][CH:49]=1.C([O-])([O-])=O.[Cs+].[Cs+].[CH:64]([N:67]1[CH2:72][CH2:71][N:70]([C:73]2[CH:78]=[CH:77][C:76]([NH2:79])=[CH:75][CH:74]=2)[CH2:69][CH2:68]1)([CH3:66])[CH3:65]. Product: [Cl:47][C:48]1[N:53]2[CH:54]=[CH:55][N:56]=[C:52]2[C:51]([NH:79][C:76]2[CH:75]=[CH:74][C:73]([N:70]3[CH2:69][CH2:68][N:67]([CH:64]([CH3:66])[CH3:65])[CH2:72][CH2:71]3)=[CH:78][CH:77]=2)=[CH:50][CH:49]=1. The catalyst class is: 164. (6) Reactant: B(Br)(Br)Br.C([O:7][CH2:8][C:9]1[N:10]([NH:23][CH:24]([CH3:26])[CH3:25])[C:11]2[C:20]3[N:19]=[CH:18][CH:17]=[CH:16][C:15]=3[N:14]=[C:13]([NH2:21])[C:12]=2[N:22]=1)C. Product: [NH2:21][C:13]1[C:12]2[N:22]=[C:9]([CH2:8][OH:7])[N:10]([NH:23][CH:24]([CH3:26])[CH3:25])[C:11]=2[C:20]2[N:19]=[CH:18][CH:17]=[CH:16][C:15]=2[N:14]=1. The catalyst class is: 4. (7) Reactant: [CH3:1][O:2][C:3]1[CH:23]=[CH:22][C:6]([CH2:7][N:8]2[C:12]3[N:13]=[CH:14][C:15]4[CH2:16][CH:17]([NH2:21])[CH2:18][CH2:19][C:20]=4[C:11]=3[CH:10]=[N:9]2)=[CH:5][CH:4]=1.[C:24](O[C:24]([O:26][C:27]([CH3:30])([CH3:29])[CH3:28])=[O:25])([O:26][C:27]([CH3:30])([CH3:29])[CH3:28])=[O:25]. Product: [CH3:1][O:2][C:3]1[CH:4]=[CH:5][C:6]([CH2:7][N:8]2[C:12]3[N:13]=[CH:14][C:15]4[CH2:16][CH:17]([NH:21][C:24](=[O:25])[O:26][C:27]([CH3:30])([CH3:29])[CH3:28])[CH2:18][CH2:19][C:20]=4[C:11]=3[CH:10]=[N:9]2)=[CH:22][CH:23]=1. The catalyst class is: 7. (8) Reactant: [C:1]([C:3]1[S:4][C:5]2[C:11]([C:12]#[N:13])=[C:10](/[N:14]=[CH:15]/[N:16](C)C)[CH:9]=[CH:8][C:6]=2[N:7]=1)#[N:2].[Cl:19][C:20]1[CH:21]=[C:22]([CH:24]=[CH:25][C:26]=1[F:27])N.[K+].[Br-]. Product: [Cl:19][C:20]1[CH:21]=[C:22]([NH:13][C:12]2[C:11]3[C:10](=[CH:9][CH:8]=[C:6]4[N:7]=[C:3]([C:1]#[N:2])[S:4][C:5]4=3)[N:14]=[CH:15][N:16]=2)[CH:24]=[CH:25][C:26]=1[F:27]. The catalyst class is: 91. (9) Reactant: Cl[C:2]1[N:7]=[C:6]([C:8]2[S:12][C:11]([C:13]3([CH3:26])[CH2:18][CH2:17][N:16]([C:19]([O:21][C:22]([CH3:25])([CH3:24])[CH3:23])=[O:20])[CH2:15][CH2:14]3)=[N:10][C:9]=2[C:27]2[CH:32]=[CH:31][CH:30]=[C:29]([NH:33][S:34]([C:37]3[C:42]([F:43])=[CH:41][CH:40]=[CH:39][C:38]=3[F:44])(=[O:36])=[O:35])[C:28]=2[F:45])[CH:5]=[CH:4][N:3]=1.[CH3:46][Zn]C. Product: [F:44][C:38]1[CH:39]=[CH:40][CH:41]=[C:42]([F:43])[C:37]=1[S:34]([NH:33][C:29]1[C:28]([F:45])=[C:27]([C:9]2[N:10]=[C:11]([C:13]3([CH3:26])[CH2:18][CH2:17][N:16]([C:19]([O:21][C:22]([CH3:25])([CH3:24])[CH3:23])=[O:20])[CH2:15][CH2:14]3)[S:12][C:8]=2[C:6]2[CH:5]=[CH:4][N:3]=[C:2]([CH3:46])[N:7]=2)[CH:32]=[CH:31][CH:30]=1)(=[O:36])=[O:35]. The catalyst class is: 819.